Dataset: Forward reaction prediction with 1.9M reactions from USPTO patents (1976-2016). Task: Predict the product of the given reaction. (1) Given the reactants O.NN.[C:4]([O:8][CH2:9][CH2:10][CH2:11][O:12][N:13]1C(=O)C2C(=CC=CC=2)C1=O)([CH3:7])([CH3:6])[CH3:5].CO, predict the reaction product. The product is: [C:4]([O:8][CH2:9][CH2:10][CH2:11][O:12][NH2:13])([CH3:7])([CH3:6])[CH3:5]. (2) Given the reactants Br[C:2]1[CH:3]=[C:4]([NH2:14])[CH:5]=[N:6][C:7]=1[O:8][CH2:9][CH2:10][N:11]([CH3:13])[CH3:12].[CH3:15][O:16][C:17]1[N:22]=[CH:21][C:20](B(O)O)=[CH:19][N:18]=1.C(=O)([O-])[O-].[Na+].[Na+], predict the reaction product. The product is: [CH3:12][N:11]([CH3:13])[CH2:10][CH2:9][O:8][C:7]1[N:6]=[CH:5][C:4]([NH2:14])=[CH:3][C:2]=1[C:20]1[CH:19]=[N:18][C:17]([O:16][CH3:15])=[N:22][CH:21]=1. (3) The product is: [Cl:24][CH2:25][C@@H:26]([C:28]1[CH:29]=[N:30][CH:31]=[CH:32][CH:33]=1)[OH:27]. Given the reactants B(Cl)([C@H]1[C@H](C)[C@@H]2C(C)(C)[C@@H](C2)C1)[C@H]1[C@H](C)[C@@H]2C(C)(C)[C@@H](C2)C1.Cl.[Cl:24][CH2:25][C:26]([C:28]1[CH:29]=[N:30][CH:31]=[CH:32][CH:33]=1)=[O:27].C(N(CC)CC)C.O, predict the reaction product.